Dataset: Forward reaction prediction with 1.9M reactions from USPTO patents (1976-2016). Task: Predict the product of the given reaction. (1) The product is: [CH3:30][O:29][C:25](=[O:28])/[CH:26]=[CH:27]/[C:21]1[CH:22]=[CH:23][C:15]2[O:14][C:10]3([CH2:11][CH2:12][CH2:13][N:8]([C:6]([O:5][C:1]([CH3:4])([CH3:3])[CH3:2])=[O:7])[CH2:9]3)[NH:18][C:17](=[O:19])[C:16]=2[CH:20]=1. Given the reactants [C:1]([O:5][C:6]([N:8]1[CH2:13][CH2:12][CH2:11][C:10]2([NH:18][C:17](=[O:19])[C:16]3[CH:20]=[C:21](Br)[CH:22]=[CH:23][C:15]=3[O:14]2)[CH2:9]1)=[O:7])([CH3:4])([CH3:3])[CH3:2].[C:25]([O:29][CH3:30])(=[O:28])[CH:26]=[CH2:27].COC(=O)/C=C/C1C=C2C(=CC=1)OC1(CNC1)CC2=O, predict the reaction product. (2) The product is: [CH3:1][N:2]([CH3:16])[C:3]1[C:8]([C:9]([F:12])([F:11])[F:10])=[CH:7][C:6]([NH2:13])=[CH:5][N:4]=1. Given the reactants [CH3:1][N:2]([CH3:16])[C:3]1[C:8]([C:9]([F:12])([F:11])[F:10])=[CH:7][C:6]([N+:13]([O-])=O)=[CH:5][N:4]=1, predict the reaction product. (3) Given the reactants [C:1]12([C:11](Cl)=[O:12])[CH2:10][CH:5]3[CH2:6][CH:7]([CH2:9][CH:3]([CH2:4]3)[CH2:2]1)[CH2:8]2.N1C=CC=CC=1.O[NH:21][C:22](=[NH:31])[CH2:23][C:24]1[CH:29]=[CH:28][C:27]([CH3:30])=[CH:26][CH:25]=1, predict the reaction product. The product is: [C:1]12([C:11]3[O:12][N:31]=[C:22]([CH2:23][C:24]4[CH:29]=[CH:28][C:27]([CH3:30])=[CH:26][CH:25]=4)[N:21]=3)[CH2:10][CH:5]3[CH2:6][CH:7]([CH2:9][CH:3]([CH2:4]3)[CH2:2]1)[CH2:8]2. (4) Given the reactants [CH2:1]([C:5]1([C:33]2[CH:38]=[CH:37][CH:36]=[CH:35][CH:34]=2)[C:9]2[CH2:10][N:11]([C:14]([NH:16][CH2:17][C:18]3[CH:23]=[CH:22][CH:21]=[CH:20][C:19]=3[NH:24]C(=O)OC(C)(C)C)=[O:15])[CH2:12][CH2:13][C:8]=2[C:7](=[O:32])[O:6]1)[CH:2]([CH3:4])[CH3:3].C(O)(C(F)(F)F)=O, predict the reaction product. The product is: [NH2:24][C:19]1[CH:20]=[CH:21][CH:22]=[CH:23][C:18]=1[CH2:17][NH:16][C:14]([N:11]1[CH2:12][CH2:13][C:8]2[C:7](=[O:32])[O:6][C:5]([CH2:1][CH:2]([CH3:3])[CH3:4])([C:33]3[CH:38]=[CH:37][CH:36]=[CH:35][CH:34]=3)[C:9]=2[CH2:10]1)=[O:15]. (5) Given the reactants [Cl:1][C:2]1[C:7]([C:8]([NH2:10])=[O:9])=[C:6]([OH:11])[C:5]([NH:12][C:13]2[C:16](=[O:17])[C:15](=[O:18])[C:14]=2Cl)=[CH:4][CH:3]=1.[CH3:20][O:21][C:22]1[CH:28]=[CH:27][CH:26]=[CH:25][C:23]=1[NH2:24], predict the reaction product. The product is: [Cl:1][C:2]1[C:7]([C:8]([NH2:10])=[O:9])=[C:6]([OH:11])[C:5]([NH:12][C:13]2[C:16](=[O:17])[C:15](=[O:18])[C:14]=2[NH:24][C:23]2[CH:25]=[CH:26][CH:27]=[CH:28][C:22]=2[O:21][CH3:20])=[CH:4][CH:3]=1. (6) Given the reactants [C:1]1([C:7]2([NH2:10])[CH2:9][CH2:8]2)[CH:6]=[CH:5][CH:4]=[CH:3][CH:2]=1.[C:11]1([CH3:23])[CH:16]=[C:15]([CH3:17])[CH:14]=[C:13]([CH3:18])[C:12]=1[S:19](Cl)(=[O:21])=[O:20], predict the reaction product. The product is: [C:1]1([C:7]2([NH:10][S:19]([C:12]3[C:13]([CH3:18])=[CH:14][C:15]([CH3:17])=[CH:16][C:11]=3[CH3:23])(=[O:21])=[O:20])[CH2:9][CH2:8]2)[CH:6]=[CH:5][CH:4]=[CH:3][CH:2]=1. (7) Given the reactants N1C(C)=CC(C)=CC=1C.CS(Cl)(=O)=O.[Cl:15][C:16]1[CH:38]=[CH:37][C:19]([CH2:20][NH:21][C:22]([C:24]2[C:25](=[O:36])[C:26]3[CH:33]=[C:32]([CH2:34]O)[S:31][C:27]=3[N:28]([CH3:30])[CH:29]=2)=[O:23])=[CH:18][CH:17]=1.[CH3:39][NH:40][CH2:41][C@H:42]([C:44]1[CH:49]=[CH:48][CH:47]=[CH:46][CH:45]=1)[OH:43], predict the reaction product. The product is: [Cl:15][C:16]1[CH:38]=[CH:37][C:19]([CH2:20][NH:21][C:22]([C:24]2[C:25](=[O:36])[C:26]3[CH:33]=[C:32]([CH2:34][N:40]([CH2:41][C@@H:42]([OH:43])[C:44]4[CH:49]=[CH:48][CH:47]=[CH:46][CH:45]=4)[CH3:39])[S:31][C:27]=3[N:28]([CH3:30])[CH:29]=2)=[O:23])=[CH:18][CH:17]=1.